Task: Predict the reactants needed to synthesize the given product.. Dataset: Full USPTO retrosynthesis dataset with 1.9M reactions from patents (1976-2016) Given the product [CH2:19]1[CH2:20][CH:15]([CH2:14][Cl:22])[N:9]([CH2:12][CH2:13][CH2:23][Cl:24])[CH2:17][CH2:18]1, predict the reactants needed to synthesize it. The reactants are: C1(O)CC=CC1.CC[N:9]([CH2:12][CH3:13])CC.[C:14]([Cl:22])(=O)[C:15]1[CH:20]=[CH:19][CH:18]=[CH:17]C=1.[CH2:23](Cl)[Cl:24].